This data is from Catalyst prediction with 721,799 reactions and 888 catalyst types from USPTO. The task is: Predict which catalyst facilitates the given reaction. Reactant: [CH3:1][C:2]1[N:7]=[C:6]([Sn](CCCC)(CCCC)CCCC)[CH:5]=[CH:4][CH:3]=1.Cl[C:22]1[N:23]=[N:24][C:25]([C:28]2[CH:33]=[CH:32][CH:31]=[CH:30][N:29]=2)=[CH:26][CH:27]=1. Product: [CH3:1][C:2]1[N:7]=[C:6]([C:22]2[N:23]=[N:24][C:25]([C:28]3[CH:33]=[CH:32][CH:31]=[CH:30][N:29]=3)=[CH:26][CH:27]=2)[CH:5]=[CH:4][CH:3]=1. The catalyst class is: 206.